From a dataset of Reaction yield outcomes from USPTO patents with 853,638 reactions. Predict the reaction yield, written as a fraction of the theoretical maximum amount of product (1.0 means a 100% yield; for example, 0.34 means a 34% yield). The reactants are C([O-])([O-])=O.[Na+].[Na+].[CH:7]1([C:13]2[C:21]3[C:16](=[CH:17][C:18]([C:22]([O:24][CH3:25])=[O:23])=[CH:19][CH:20]=3)[NH:15][C:14]=2B2OC(C)(C)C(C)(C)O2)[CH2:12][CH2:11][CH2:10][CH2:9][CH2:8]1.Br[C:36]1[CH:41]=[CH:40][CH:39]=[CH:38][C:37]=1[C:42](=[O:44])[CH3:43].[Li+].[Cl-]. The catalyst is C(O)C.C1(C)C=CC=CC=1.C1C=CC([P]([Pd]([P](C2C=CC=CC=2)(C2C=CC=CC=2)C2C=CC=CC=2)([P](C2C=CC=CC=2)(C2C=CC=CC=2)C2C=CC=CC=2)[P](C2C=CC=CC=2)(C2C=CC=CC=2)C2C=CC=CC=2)(C2C=CC=CC=2)C2C=CC=CC=2)=CC=1. The product is [C:42]([C:37]1[CH:38]=[CH:39][CH:40]=[CH:41][C:36]=1[C:14]1[NH:15][C:16]2[C:21]([C:13]=1[CH:7]1[CH2:8][CH2:9][CH2:10][CH2:11][CH2:12]1)=[CH:20][CH:19]=[C:18]([C:22]([O:24][CH3:25])=[O:23])[CH:17]=2)(=[O:44])[CH3:43]. The yield is 0.910.